Regression. Given a peptide amino acid sequence and an MHC pseudo amino acid sequence, predict their binding affinity value. This is MHC class II binding data. From a dataset of Peptide-MHC class II binding affinity with 134,281 pairs from IEDB. The peptide sequence is DKCVTVMAPDKPSLD. The MHC is HLA-DQA10501-DQB10302 with pseudo-sequence HLA-DQA10501-DQB10302. The binding affinity (normalized) is 0.330.